From a dataset of Full USPTO retrosynthesis dataset with 1.9M reactions from patents (1976-2016). Predict the reactants needed to synthesize the given product. (1) Given the product [CH2:1]([O:3][C:4]([C:6]1[C:10]([C:22]([C:21]2[C:20]([Cl:19])=[N:28][CH:27]=[CH:26][CH:25]=2)=[O:23])=[CH:9][NH:8][CH:7]=1)=[O:5])[CH3:2], predict the reactants needed to synthesize it. The reactants are: [CH2:1]([O:3][C:4]([C:6]1[CH:10]=[CH:9][NH:8][CH:7]=1)=[O:5])[CH3:2].N1C=CC(C(O)=O)=C1.[Cl:19][C:20]1[N:28]=[CH:27][CH:26]=[CH:25][C:21]=1[C:22](Cl)=[O:23].[Sn](Cl)(Cl)(Cl)Cl. (2) Given the product [CH2:1]([O:3][C@H:4]1[CH2:8][N:7]([C:9]([O:11][CH2:12][C:13]2[CH:18]=[CH:17][CH:16]=[CH:15][CH:14]=2)=[O:10])[CH:6]([CH:19]=[O:20])[CH2:5]1)[CH3:2], predict the reactants needed to synthesize it. The reactants are: [CH2:1]([O:3][C@H:4]1[CH2:8][N:7]([C:9]([O:11][CH2:12][C:13]2[CH:18]=[CH:17][CH:16]=[CH:15][CH:14]=2)=[O:10])[CH:6]([CH2:19][OH:20])[CH2:5]1)[CH3:2].CS(C)=O.C(N(CC)C(C)C)(C)C.